Dataset: Reaction yield outcomes from USPTO patents with 853,638 reactions. Task: Predict the reaction yield, written as a fraction of the theoretical maximum amount of product (1.0 means a 100% yield; for example, 0.34 means a 34% yield). (1) The reactants are C(OC([NH:8][CH:9]([C:14]1[CH:19]=[CH:18][C:17]([O:20][CH3:21])=[C:16]([O:22][CH2:23][CH3:24])[CH:15]=1)[CH2:10][CH:11]([OH:13])[CH3:12])=O)(C)(C)C.O1CCOCC1.C(Cl)[Cl:32]. No catalyst specified. The product is [ClH:32].[NH2:8][CH:9]([C:14]1[CH:19]=[CH:18][C:17]([O:20][CH3:21])=[C:16]([O:22][CH2:23][CH3:24])[CH:15]=1)[CH2:10][CH:11]([OH:13])[CH3:12]. The yield is 0.850. (2) The reactants are [OH:1][CH2:2][C@H:3]1[O:8][C@H:7]([C:9]#[C:10][C:11]2[CH:16]=[CH:15][C:14]([C:17]#[C:18][C@H:19]3[O:24][C@H:23]([CH2:25][OH:26])[C@@H:22]([O:27][Si](C(C)C)(C(C)C)C(C)C)[C@H:21]([O:38][Si](C(C)C)(C(C)C)C(C)C)[C@@H:20]3[O:49][Si](C(C)C)(C(C)C)C(C)C)=[CH:13][C:12]=2[CH:60]([CH3:62])[CH3:61])[C@@H:6]([O:63][Si](C(C)C)(C(C)C)C(C)C)[C@@H:5]([O:74][Si](C(C)C)(C(C)C)C(C)C)[C@@H:4]1[O:85][Si](C(C)C)(C(C)C)C(C)C.C(O)(C(F)(F)F)=O.O. The catalyst is C1COCC1. The product is [OH:26][CH2:25][C@@H:23]1[C@@H:22]([OH:27])[C@H:21]([OH:38])[C@H:20]([OH:49])[C@@H:19]([C:18]#[C:17][C:14]2[CH:15]=[CH:16][C:11]([C:10]#[C:9][C@@H:7]3[C@@H:6]([OH:63])[C@@H:5]([OH:74])[C@H:4]([OH:85])[C@@H:3]([CH2:2][OH:1])[O:8]3)=[C:12]([CH:60]([CH3:62])[CH3:61])[CH:13]=2)[O:24]1. The yield is 0.400. (3) The reactants are [Na+].[Cl:2][C:3]1[CH:4]=[C:5]([NH:17][C:18]2[C:27]3[C:22](=[CH:23][CH:24]=[CH:25][C:26]=3[O:28][CH2:29][C:30]([O-:32])=O)[N:21]=[CH:20][N:19]=2)[CH:6]=[CH:7][C:8]=1[O:9][CH2:10][C:11]1[CH:16]=[CH:15][CH:14]=[CH:13][N:12]=1.CN(C(ON1N=[N:48][C:43]2[CH:44]=[CH:45][CH:46]=NC1=2)=[N+](C)C)C.F[P-](F)(F)(F)(F)F.CCN(C(C)C)C(C)C.C1(N)CCC1. No catalyst specified. The product is [Cl:2][C:3]1[CH:4]=[C:5]([NH:17][C:18]2[C:27]3[C:22](=[CH:23][CH:24]=[CH:25][C:26]=3[O:28][CH2:29][C:30]([NH:48][CH:43]3[CH2:44][CH2:45][CH2:46]3)=[O:32])[N:21]=[CH:20][N:19]=2)[CH:6]=[CH:7][C:8]=1[O:9][CH2:10][C:11]1[CH:16]=[CH:15][CH:14]=[CH:13][N:12]=1. The yield is 0.0600. (4) The reactants are Cl[C:2]1[N:7]2[N:8]=[C:9]([NH:11][C:12](=[O:19])[C:13]3[CH:18]=[CH:17][CH:16]=[N:15][CH:14]=3)[N:10]=[C:6]2[CH:5]=[C:4]([C:20]([F:23])([F:22])[F:21])[CH:3]=1.[CH3:24][NH:25][CH3:26]. No catalyst specified. The product is [CH3:24][N:25]([CH3:26])[C:2]1[N:7]2[N:8]=[C:9]([NH:11][C:12](=[O:19])[C:13]3[CH:18]=[CH:17][CH:16]=[N:15][CH:14]=3)[N:10]=[C:6]2[CH:5]=[C:4]([C:20]([F:23])([F:22])[F:21])[CH:3]=1. The yield is 0.390. (5) The reactants are [Br:1][C:2]1[CH:11]=[N:10][C:9]2[NH:8][C:7](=O)[C:6]([CH3:14])([CH3:13])[O:5][C:4]=2[CH:3]=1. The catalyst is C1COCC1. The product is [Br:1][C:2]1[CH:11]=[N:10][C:9]2[NH:8][CH2:7][C:6]([CH3:14])([CH3:13])[O:5][C:4]=2[CH:3]=1. The yield is 0.760.